From a dataset of Retrosynthesis with 50K atom-mapped reactions and 10 reaction types from USPTO. Predict the reactants needed to synthesize the given product. (1) Given the product Nc1ncnc2c1c(-c1cc(OCC3CCCO3)ccc1F)cn2[C@H]1C[C@@H](CN2C[C@@H]3C[C@H]2CS3(=O)=O)C1, predict the reactants needed to synthesize it. The reactants are: CC1(C)OB(c2cc(OCC3CCCO3)ccc2F)OC1(C)C.Nc1ncnc2c1c(I)cn2[C@H]1C[C@@H](CN2C[C@@H]3C[C@H]2CS3(=O)=O)C1. (2) The reactants are: CCOC(=O)c1cc2cccc(Br)c2[nH]1. Given the product O=C(O)c1cc2cccc(Br)c2[nH]1, predict the reactants needed to synthesize it. (3) Given the product COC(=O)c1ccc(O)cn1, predict the reactants needed to synthesize it. The reactants are: CO.O=C(O)c1ccc(O)cn1. (4) Given the product CC(C)C(=O)Nc1cccc(C2CCN(Cc3cc4ccccc4n3C)CC2)c1, predict the reactants needed to synthesize it. The reactants are: CC(C)C(=O)Nc1cccc(C2CCNCC2)c1.Cn1c(C=O)cc2ccccc21. (5) Given the product COC(=O)[C@H](NC(=O)OC(C)(C)C)c1ccc(O)cc1, predict the reactants needed to synthesize it. The reactants are: CC(C)(C)OC(=O)OC(=O)OC(C)(C)C.COC(=O)[C@H](N)c1ccc(O)cc1. (6) Given the product COC=Cc1ccccc1-c1cc2ccccc2c2ccccc12, predict the reactants needed to synthesize it. The reactants are: CC(C)(C)O[K].O=Cc1ccccc1-c1cc2ccccc2c2ccccc12. (7) Given the product COc1ccc2c(c1)CCC13CN(C)CC1CCC23, predict the reactants needed to synthesize it. The reactants are: C=O.COc1ccc2c(c1)CCC13CNCC1CCC23. (8) Given the product N#C[C@@H](c1ccccc1-c1ccc(Cl)cc1)C1CCN(c2ccc(C(=O)NS(=O)(=O)c3ccc(N[C@H](CCN4CCOCC4)CSc4ccccc4)c(S(=O)(=O)C(F)(F)F)c3)cc2)CC1, predict the reactants needed to synthesize it. The reactants are: N#C[C@@H](c1ccccc1-c1ccc(Cl)cc1)C1CCN(c2ccc(C(=O)O)cc2)CC1.NS(=O)(=O)c1ccc(N[C@H](CCN2CCOCC2)CSc2ccccc2)c(S(=O)(=O)C(F)(F)F)c1.